Dataset: Catalyst prediction with 721,799 reactions and 888 catalyst types from USPTO. Task: Predict which catalyst facilitates the given reaction. (1) Reactant: [C:1]([O:5][C:6](=[O:14])[NH:7][C:8]1([C:11](=[NH:13])[NH2:12])[CH2:10][CH2:9]1)([CH3:4])([CH3:3])[CH3:2].C([O-])([O-])=O.[K+].[K+].Br[CH2:22][C:23](=O)[C:24]([F:27])([F:26])[F:25]. Product: [C:1]([O:5][C:6](=[O:14])[NH:7][C:8]1([C:11]2[NH:12][CH:22]=[C:23]([C:24]([F:27])([F:26])[F:25])[N:13]=2)[CH2:10][CH2:9]1)([CH3:4])([CH3:2])[CH3:3]. The catalyst class is: 210. (2) Reactant: [BH4-].[Na+].C(N(CC)[C:6](=[O:17])[C:7]1[C:12]([O:13][CH3:14])=[CH:11][CH:10]=[CH:9][C:8]=1[CH:15]=[O:16])C. Product: [CH3:14][O:13][C:12]1[CH:11]=[CH:10][CH:9]=[C:8]2[C:7]=1[C:6](=[O:17])[O:16][CH2:15]2. The catalyst class is: 5.